From a dataset of Full USPTO retrosynthesis dataset with 1.9M reactions from patents (1976-2016). Predict the reactants needed to synthesize the given product. (1) Given the product [CH2:10]([O:17][C:18]([N:20]1[CH2:24][CH2:23][CH2:22][CH:21]1[C:25]([NH:6][C:5]([NH2:7])=[N:4][C:1](=[O:3])[CH3:2])=[S:26])=[O:19])[C:11]1[CH:12]=[CH:13][CH:14]=[CH:15][CH:16]=1, predict the reactants needed to synthesize it. The reactants are: [C:1]([NH:4][C:5]([NH2:7])=[NH:6])(=[O:3])[CH3:2].[H-].[Na+].[CH2:10]([O:17][C:18]([N:20]1[CH2:24][CH2:23][CH2:22][CH:21]1[C:25](OCC)=[S:26])=[O:19])[C:11]1[CH:16]=[CH:15][CH:14]=[CH:13][CH:12]=1. (2) Given the product [Cl:1][C:2]1[N:7]=[CH:6][C:5]([C:8]([CH3:15])([CH3:14])[C:9]([OH:11])=[O:10])=[CH:4][CH:3]=1, predict the reactants needed to synthesize it. The reactants are: [Cl:1][C:2]1[N:7]=[CH:6][C:5]([C:8]([CH3:15])([CH3:14])[C:9]([O:11]CC)=[O:10])=[CH:4][CH:3]=1.[OH-].[Na+]. (3) The reactants are: [Br:1][C:2]1[C:10]2[S:9](=[O:12])(=[O:11])[N:8](C(C)(C)C)[CH:7](O)[C:6]=2[CH:5]=[CH:4][CH:3]=1.[BH4-].[Na+]. Given the product [Br:1][C:2]1[C:10]2[S:9](=[O:12])(=[O:11])[NH:8][CH2:7][C:6]=2[CH:5]=[CH:4][CH:3]=1, predict the reactants needed to synthesize it. (4) Given the product [ClH:36].[NH2:1][C:2]1[C:7]2[C:8]([C:11]3[CH:12]=[CH:13][C:14]([NH:17][C:18]([NH:20][C:21]4[CH:26]=[CH:25][CH:24]=[C:23]([F:27])[CH:22]=4)=[O:19])=[CH:15][CH:16]=3)=[CH:9][S:10][C:6]=2[C:5]([C:28]2[CH:29]=[N:30][N:31]([CH2:33][CH2:34][OH:35])[CH:32]=2)=[CH:4][N:3]=1, predict the reactants needed to synthesize it. The reactants are: [NH2:1][C:2]1[C:7]2[C:8]([C:11]3[CH:16]=[CH:15][C:14]([NH:17][C:18]([NH:20][C:21]4[CH:26]=[CH:25][CH:24]=[C:23]([F:27])[CH:22]=4)=[O:19])=[CH:13][CH:12]=3)=[CH:9][S:10][C:6]=2[C:5]([C:28]2[CH:29]=[N:30][N:31]([CH2:33][CH2:34][OH:35])[CH:32]=2)=[CH:4][N:3]=1.[ClH:36]. (5) Given the product [NH2:17][C:14]1[CH:13]=[CH:12][C:11]([CH2:10][C@@H:9]([C:20]([OH:22])=[O:21])[NH:8][C:6]([O:5][C:2]([CH3:1])([CH3:3])[CH3:4])=[O:7])=[CH:16][CH:15]=1, predict the reactants needed to synthesize it. The reactants are: [CH3:1][C:2]([O:5][C:6]([NH:8][C@H:9]([C:20]([OH:22])=[O:21])[CH2:10][C:11]1[CH:16]=[CH:15][C:14]([N+:17]([O-])=O)=[CH:13][CH:12]=1)=[O:7])([CH3:4])[CH3:3]. (6) Given the product [NH2:14][CH:9]([CH:6]1[CH2:7][CH2:8][N:3]([O:2][CH3:1])[CH2:4][CH2:5]1)[C:11]#[N:12], predict the reactants needed to synthesize it. The reactants are: [CH3:1][O:2][N:3]1[CH2:8][CH2:7][CH:6]([CH:9]=O)[CH2:5][CH2:4]1.[C-:11]#[N:12].[K+].[NH4+:14].[Cl-].